Dataset: Full USPTO retrosynthesis dataset with 1.9M reactions from patents (1976-2016). Task: Predict the reactants needed to synthesize the given product. (1) Given the product [OH:26][CH2:25][CH2:24][CH2:23][NH:22][C:2]1[CH:3]=[C:4]2[C:9](=[CH:10][C:11]=1[N+:12]([O-:14])=[O:13])[NH:8][C:7](=[O:15])[N:6]([NH:16][S:17]([CH3:20])(=[O:19])=[O:18])[C:5]2=[O:21], predict the reactants needed to synthesize it. The reactants are: F[C:2]1[CH:3]=[C:4]2[C:9](=[CH:10][C:11]=1[N+:12]([O-:14])=[O:13])[NH:8][C:7](=[O:15])[N:6]([NH:16][S:17]([CH3:20])(=[O:19])=[O:18])[C:5]2=[O:21].[NH2:22][CH2:23][CH2:24][CH2:25][OH:26]. (2) Given the product [Cl:1][C:4]1[CH:9]=[CH:8][C:7]([C:10]2[S:18][C:17]3[C:16](=[O:19])[N:15]([CH2:20][CH2:21][C:22]4[CH:27]=[CH:26][C:25]([CH2:28][N:29]([CH3:30])[C:33]([N:32]([CH3:36])[CH3:31])=[O:34])=[CH:24][CH:23]=4)[CH:14]=[N:13][C:12]=3[CH:11]=2)=[CH:6][CH:5]=1, predict the reactants needed to synthesize it. The reactants are: [ClH:1].Cl.Cl[C:4]1[CH:9]=[CH:8][C:7]([C:10]2[S:18][C:17]3[C:16](=[O:19])[N:15]([CH2:20][CH2:21][C:22]4[CH:27]=[CH:26][C:25]([CH2:28][NH:29][CH3:30])=[CH:24][CH:23]=4)[CH:14]=[N:13][C:12]=3[CH:11]=2)=[CH:6][CH:5]=1.[CH3:31][N:32]([CH3:36])[C:33](Cl)=[O:34].C(N(CC)CC)C.O1CCCC1.